This data is from Catalyst prediction with 721,799 reactions and 888 catalyst types from USPTO. The task is: Predict which catalyst facilitates the given reaction. (1) Reactant: C([O:3][C:4](=[O:30])[CH2:5][C@H:6]1[C:14]2[C:9](=[CH:10][C:11]([O:15][CH2:16][CH2:17][CH2:18][O:19][C:20]3[CH:21]=[C:22]4[C:26](=[CH:27][CH:28]=3)[N:25]([CH3:29])[CH:24]=[CH:23]4)=[CH:12][CH:13]=2)[CH2:8][CH2:7]1)C.O[Li].O. Product: [CH3:29][N:25]1[C:26]2[C:22](=[CH:21][C:20]([O:19][CH2:18][CH2:17][CH2:16][O:15][C:11]3[CH:10]=[C:9]4[C:14](=[CH:13][CH:12]=3)[C@H:6]([CH2:5][C:4]([OH:30])=[O:3])[CH2:7][CH2:8]4)=[CH:28][CH:27]=2)[CH:23]=[CH:24]1. The catalyst class is: 20. (2) Reactant: C(O)(C(F)(F)F)=O.[S:8]([O-:35])([O:11][N:12]1[C:18](=[O:19])[N:17]2[CH2:20][C@H:13]1[CH2:14][CH2:15][C@H:16]2[C:21]1[S:22][C:23]([CH2:26][NH:27]C(OC(C)(C)C)=O)=[N:24][N:25]=1)(=[O:10])=[O:9].[Na+]. Product: [S:8]([OH:35])([O:11][N:12]1[C:18](=[O:19])[N:17]2[CH2:20][C@H:13]1[CH2:14][CH2:15][C@H:16]2[C:21]1[S:22][C:23]([CH2:26][NH2:27])=[N:24][N:25]=1)(=[O:9])=[O:10]. The catalyst class is: 158. (3) Reactant: O[N:2]=[C:3]([CH:15]1[CH2:20][CH2:19][O:18][CH2:17][CH2:16]1)[C:4]1[CH:9]=[CH:8][C:7]([O:10][C:11]([F:14])([F:13])[F:12])=[CH:6][CH:5]=1.[OH-].[Na+]. Product: [O:18]1[CH2:19][CH2:20][CH:15]([CH:3]([C:4]2[CH:9]=[CH:8][C:7]([O:10][C:11]([F:12])([F:13])[F:14])=[CH:6][CH:5]=2)[NH2:2])[CH2:16][CH2:17]1. The catalyst class is: 334. (4) Product: [N:19]1([C:9]2[CH:10]=[C:11]3[C:15](=[CH:16][CH:17]=2)[C:14](=[O:18])[CH2:13][CH2:12]3)[CH2:24][CH2:23][O:22][CH2:21][CH2:20]1. The catalyst class is: 13. Reactant: CN1CCCC1=O.F[C:9]1[CH:10]=[C:11]2[C:15](=[CH:16][CH:17]=1)[C:14](=[O:18])[CH2:13][CH2:12]2.[NH:19]1[CH2:24][CH2:23][O:22][CH2:21][CH2:20]1.O. (5) Reactant: Cl.[F:2][CH:3]([F:14])[O:4][C:5]1[CH:12]=[CH:11][C:8]([CH2:9][NH2:10])=[CH:7][C:6]=1[OH:13].C(N(CC)CC)C.[I:22][C:23]1[CH:24]=[C:25]2[C:30](=[CH:31][CH:32]=1)[C:29](=O)[NH:28][C:27](=O)/[C:26]/2=[CH:35]/OC. Product: [I:22][C:23]1[CH:24]=[C:25]2[C:30](=[CH:31][CH:32]=1)[CH:29]=[N:28][CH2:27]/[C:26]/2=[CH:35]\[NH:10][CH2:9][C:8]1[CH:11]=[CH:12][C:5]([O:4][CH:3]([F:14])[F:2])=[C:6]([OH:13])[CH:7]=1. The catalyst class is: 9. (6) The catalyst class is: 33. Reactant: [ClH:1].[C:2]1(=O)[C:6]2([CH2:11][CH2:10][NH:9][CH2:8][CH2:7]2)[CH2:5][CH2:4][CH2:3]1.[CH3:13][N:14]([C:16]1[CH:21]=[CH:20][CH:19]=[CH:18][CH:17]=1)N.CO. Product: [ClH:1].[CH3:13][N:14]1[C:16]2[CH:21]=[CH:20][CH:19]=[CH:18][C:17]=2[C:3]2[CH2:4][CH2:5][C:6]3([CH2:11][CH2:10][NH:9][CH2:8][CH2:7]3)[C:2]1=2. (7) Reactant: C[O:2][C:3]1[CH:4]=[N:5][CH:6]=[C:7]([C:9]#[C:10][C:11]2[N:12]=[C:13]([CH3:16])[S:14][CH:15]=2)[CH:8]=1.[Al](Br)(Br)Br. Product: [CH3:16][C:13]1[S:14][CH:15]=[C:11]([C:10]#[C:9][C:7]2[CH:8]=[C:3]([OH:2])[CH:4]=[N:5][CH:6]=2)[N:12]=1. The catalyst class is: 2. (8) Reactant: O.[OH-].[Li+].C[O:5][C:6]([C:8]1[O:9][C:10]([O:13][CH3:14])=[CH:11][N:12]=1)=[O:7].O.Cl.C(O)C. Product: [CH3:14][O:13][C:10]1[O:9][C:8]([C:6]([OH:7])=[O:5])=[N:12][CH:11]=1. The catalyst class is: 83. (9) Product: [C:1]([C:3]1[S:7][C:6]([NH:8][C:9](=[O:16])[CH2:10][CH2:11][C:12]([OH:14])=[O:13])=[N:5][CH:4]=1)#[N:2]. The catalyst class is: 30. Reactant: [C:1]([C:3]1[S:7][C:6]([NH:8][C:9](=[O:16])[CH2:10][CH2:11][C:12]([O:14]C)=[O:13])=[N:5][CH:4]=1)#[N:2].O.[OH-].[Li+].ClCCl.Cl.